Dataset: Full USPTO retrosynthesis dataset with 1.9M reactions from patents (1976-2016). Task: Predict the reactants needed to synthesize the given product. (1) Given the product [C:1]([NH:4][C:5]1[N:6]=[C:7]([O:33][CH:34]([CH3:39])[CH3:35])[C:8]2[S:13][C:12](=[O:14])[N:11]([C@@H:15]3[O:27][C@H:26]([CH2:28][O:29][C:30](=[O:32])[CH3:31])[C@@H:21]([O:22][C:23](=[O:25])[CH3:24])[C@H:16]3[O:17][C:18](=[O:20])[CH3:19])[C:9]=2[N:10]=1)(=[O:3])[CH3:2], predict the reactants needed to synthesize it. The reactants are: [C:1]([NH:4][C:5]1[NH:6][C:7](=[O:33])[C:8]2[S:13][C:12](=[O:14])[N:11]([C@@H:15]3[O:27][C@H:26]([CH2:28][O:29][C:30](=[O:32])[CH3:31])[C@@H:21]([O:22][C:23](=[O:25])[CH3:24])[C@H:16]3[O:17][C:18](=[O:20])[CH3:19])[C:9]=2[N:10]=1)(=[O:3])[CH3:2].[CH:34]1[CH:39]=CC(P(C2C=CC=CC=2)C2C=CC=CC=2)=C[CH:35]=1.C(O)(C)C.N(C(OCC)=O)=NC(OCC)=O. (2) Given the product [CH3:34][N:4]([CH3:3])[C:5]1[CH:6]=[C:7]2[C:12](=[CH:13][C:14]=1[CH:15]=[CH2:16])[CH:11]=[C:10]([C@@:17]1([O:33][CH3:35])[CH2:21][N:20]([C:22]([O:24][C:25]([CH3:27])([CH3:28])[CH3:26])=[O:23])[C@H:19]([C:29]([O:31][CH3:32])=[O:30])[CH2:18]1)[CH:9]=[CH:8]2, predict the reactants needed to synthesize it. The reactants are: [H-].[Na+].[CH3:3][N:4]([CH3:34])[C:5]1[CH:6]=[C:7]2[C:12](=[CH:13][C:14]=1[CH:15]=[CH2:16])[CH:11]=[C:10]([C@@:17]1([OH:33])[CH2:21][N:20]([C:22]([O:24][C:25]([CH3:28])([CH3:27])[CH3:26])=[O:23])[C@H:19]([C:29]([O:31][CH3:32])=[O:30])[CH2:18]1)[CH:9]=[CH:8]2.[CH3:35]I. (3) Given the product [C:24]([C:11]1[CH:12]=[C:13]2[C:18](=[CH:19][C:10]=1[O:9][CH2:6][CH2:7][CH3:8])[C:17]([CH3:21])([CH3:20])[CH2:16][CH2:15][C:14]2([CH3:22])[CH3:23])#[CH:25], predict the reactants needed to synthesize it. The reactants are: P(Cl)(Cl)(Cl)=O.[CH2:6]([O:9][C:10]1[C:11]([C:24](=O)[CH3:25])=[CH:12][C:13]2[C:14]([CH3:23])([CH3:22])[CH2:15][CH2:16][C:17]([CH3:21])([CH3:20])[C:18]=2[CH:19]=1)[CH2:7][CH3:8].C([O-])(O)=O.[Na+].[OH-].[Na+]. (4) Given the product [CH:20]1([N:23]2[CH2:28][CH2:27][N:26]([C:7]([C:6]3[CH:5]=[CH:4][C:3]([CH:1]=[O:2])=[CH:11][CH:10]=3)=[O:9])[CH2:25][CH2:24]2)[CH2:22][CH2:21]1, predict the reactants needed to synthesize it. The reactants are: [CH:1]([C:3]1[CH:11]=[CH:10][C:6]([C:7]([OH:9])=O)=[CH:5][CH:4]=1)=[O:2].S(Cl)(Cl)=O.[OH-].[Na+].Cl.Cl.[CH:20]1([N:23]2[CH2:28][CH2:27][NH:26][CH2:25][CH2:24]2)[CH2:22][CH2:21]1. (5) Given the product [C:3]([C:5](=[C:11]([S:13][CH2:14][C:15]1[CH:20]=[CH:19][CH:18]=[CH:17][CH:16]=1)[S:12][CH2:14][C:15]1[CH:20]=[CH:19][CH:18]=[CH:17][CH:16]=1)[C:6]([O:8][CH2:9][CH3:10])=[O:7])#[N:4], predict the reactants needed to synthesize it. The reactants are: [H-].[Na+].[C:3]([CH2:5][C:6]([O:8][CH2:9][CH3:10])=[O:7])#[N:4].[C:11](=[S:13])=[S:12].[CH2:14](Br)[C:15]1[CH:20]=[CH:19][CH:18]=[CH:17][CH:16]=1. (6) Given the product [CH3:27][CH:26]([C@H:25]([OH:29])[CH:9]=[CH:10][CH2:11][CH2:12][CH2:13][CH3:8])[CH3:28], predict the reactants needed to synthesize it. The reactants are: B([CH:8]1[CH2:13][CH2:12][CH2:11][CH2:10][CH2:9]1)[CH:8]1[CH2:13][CH2:12][CH2:11][CH2:10][CH2:9]1.C#CCCCC.[Zn](CC)CC.[CH:25](=[O:29])[CH:26]([CH3:28])[CH3:27].